Dataset: Peptide-MHC class I binding affinity with 185,985 pairs from IEDB/IMGT. Task: Regression. Given a peptide amino acid sequence and an MHC pseudo amino acid sequence, predict their binding affinity value. This is MHC class I binding data. (1) The MHC is HLA-B15:01 with pseudo-sequence HLA-B15:01. The peptide sequence is GSFRKICGF. The binding affinity (normalized) is 0.0847. (2) The peptide sequence is FLFLNINHY. The MHC is HLA-B15:03 with pseudo-sequence HLA-B15:03. The binding affinity (normalized) is 0.828. (3) The peptide sequence is KFHQIEKEF. The MHC is HLA-A01:01 with pseudo-sequence HLA-A01:01. The binding affinity (normalized) is 0. (4) The peptide sequence is AGLTYSQL. The MHC is H-2-Kb with pseudo-sequence H-2-Kb. The binding affinity (normalized) is 0.900. (5) The peptide sequence is LIAGIILLI. The MHC is HLA-A68:02 with pseudo-sequence HLA-A68:02. The binding affinity (normalized) is 0.725. (6) The peptide sequence is FKNFRVYYRE. The MHC is Mamu-A2201 with pseudo-sequence Mamu-A2201. The binding affinity (normalized) is 0. (7) The peptide sequence is GRTFGKLPY. The MHC is HLA-A31:01 with pseudo-sequence HLA-A31:01. The binding affinity (normalized) is 0.0847. (8) The peptide sequence is LRWASGVSE. The MHC is HLA-B51:01 with pseudo-sequence HLA-B51:01. The binding affinity (normalized) is 0.0847.